Dataset: M1 muscarinic receptor agonist screen with 61,833 compounds. Task: Binary Classification. Given a drug SMILES string, predict its activity (active/inactive) in a high-throughput screening assay against a specified biological target. (1) The molecule is O(c1cc(Nc2ncnc3n(ncc23)c2cc(ccc2)C)ccc1)C. The result is 0 (inactive). (2) The compound is S(=O)(=O)(Nc1ccc(cc1)CC(O)=O)c1c(cc(OC)c(c1)C)C. The result is 0 (inactive). (3) The compound is S(=O)(=O)(N1CCOCC1)c1cc2oc(=O)n(CC(=O)N3CCc4c(C3)cccc4)c2cc1. The result is 0 (inactive). (4) The compound is o1c2c(nc(nc2Nc2cc3OCCOc3cc2)C)c2c1cccc2. The result is 0 (inactive). (5) The compound is O=C1N(C(\C(C1=O)=C(\O)c1c(n(nc1)c1ccccc1)C)c1c(OC)ccc(OC)c1)CCN(C)C. The result is 0 (inactive). (6) The molecule is O(CC(=O)N(Cc1[nH]c2c(c(=O)n1)cccc2)Cc1ccc(OC)cc1)C. The result is 0 (inactive). (7) The drug is S(c1nn2c(nnc2cc1)c1cc(F)ccc1)Cc1oc(cc1)C(OC)=O. The result is 0 (inactive). (8) The molecule is s1c(n2c(c(c(c2C)C(=O)C)C(=O)C)C)nc(c1C)c1ccccc1. The result is 0 (inactive).